This data is from Forward reaction prediction with 1.9M reactions from USPTO patents (1976-2016). The task is: Predict the product of the given reaction. (1) Given the reactants N([O-])=O.[Na+].[Br:5][C:6]1[C:12]([C:13]([F:16])([F:15])[F:14])=[CH:11][CH:10]=[CH:9][C:7]=1N.OS(O)(=O)=O.[I:22]I.[O-]S([O-])=O.[Na+].[Na+], predict the reaction product. The product is: [Br:5][C:6]1[C:12]([C:13]([F:16])([F:15])[F:14])=[CH:11][CH:10]=[CH:9][C:7]=1[I:22]. (2) Given the reactants [CH2:1]([O:3][C:4](=[O:21])[C:5]1[CH:10]=[CH:9][C:8]([N:11]=[CH:12][C:13]2[CH:18]=[C:17]([F:19])[CH:16]=[C:15]([Br:20])[CH:14]=2)=[CH:7][CH:6]=1)[CH3:2].O.[O-]S(C(F)(F)F)(=O)=O.[Yb+3].[O-]S(C(F)(F)F)(=O)=O.[O-]S(C(F)(F)F)(=O)=O.[CH:48](=[O:52])[CH:49]([CH3:51])[CH3:50].O, predict the reaction product. The product is: [CH2:1]([O:3][C:4]([C:5]1[CH:10]=[C:9]2[C:8](=[CH:7][CH:6]=1)[NH:11][CH:12]([C:13]1[CH:18]=[C:17]([F:19])[CH:16]=[C:15]([Br:20])[CH:14]=1)[C:49]([CH3:51])([CH3:50])[CH:48]2[OH:52])=[O:21])[CH3:2].